Dataset: CYP3A4 inhibition data for predicting drug metabolism from PubChem BioAssay. Task: Regression/Classification. Given a drug SMILES string, predict its absorption, distribution, metabolism, or excretion properties. Task type varies by dataset: regression for continuous measurements (e.g., permeability, clearance, half-life) or binary classification for categorical outcomes (e.g., BBB penetration, CYP inhibition). Dataset: cyp3a4_veith. (1) The result is 0 (non-inhibitor). The molecule is CCOC(=O)c1cccc(C(=O)OCC)n1. (2) The result is 0 (non-inhibitor). The drug is CCN(CC)c1ccc(NC(=O)c2cccnc2)c(C)c1. (3) The compound is CCN1CCC2(CC1)NC(CO)(CO)CO2. The result is 0 (non-inhibitor). (4) The compound is O=C(Nc1ccc(-c2cc3ccccc3oc2=O)c(Cl)c1)c1cccnc1. The result is 0 (non-inhibitor). (5) The result is 1 (inhibitor). The drug is O=C(CCn1nc(-c2ccc(Cl)cc2)c2ccccc2c1=O)NCCN1CCOCC1.